From a dataset of Full USPTO retrosynthesis dataset with 1.9M reactions from patents (1976-2016). Predict the reactants needed to synthesize the given product. (1) Given the product [Cl:44][C:41]1[CH:42]=[CH:43][C:38]([C@@H:34]([NH:33][C:32]([C:8]2([NH2:7])[CH2:13][CH2:12][N:11]([C:14]3[C:15]4[C:29]([O:30][CH3:31])=[CH:28][N:27]=[CH:26][C:16]=4[N:17]=[C:18]([C:20]4[CH:25]=[CH:24][N:23]=[CH:22][CH:21]=4)[N:19]=3)[CH2:10][CH2:9]2)=[O:45])[CH2:35][CH2:36][OH:37])=[CH:39][CH:40]=1, predict the reactants needed to synthesize it. The reactants are: C(OC(=O)[NH:7][C:8]1([C:32](=[O:45])[NH:33][C@H:34]([C:38]2[CH:43]=[CH:42][C:41]([Cl:44])=[CH:40][CH:39]=2)[CH2:35][CH2:36][OH:37])[CH2:13][CH2:12][N:11]([C:14]2[C:15]3[C:29]([O:30][CH3:31])=[CH:28][N:27]=[CH:26][C:16]=3[N:17]=[C:18]([C:20]3[CH:25]=[CH:24][N:23]=[CH:22][CH:21]=3)[N:19]=2)[CH2:10][CH2:9]1)(C)(C)C.FC(F)(F)C(O)=O. (2) Given the product [CH:37]1([NH:42][C:7]2[CH:8]=[CH:9][C:10]3[N:11]([N:13]=[CH:14][C:15]=3[C:16]3[CH:21]=[CH:20][N:19]=[C:18]([NH:22][CH:23]4[CH2:25][CH2:24]4)[N:17]=3)[N:12]=2)[CH2:41][CH2:40][CH2:39][CH2:38]1, predict the reactants needed to synthesize it. The reactants are: FC(F)(F)S(O[C:7]1[CH:8]=[CH:9][C:10]2[N:11]([N:13]=[CH:14][C:15]=2[C:16]2[CH:21]=[CH:20][N:19]=[C:18]([NH:22][CH:23]3[CH2:25][CH2:24]3)[N:17]=2)[N:12]=1)(=O)=O.CCN(C(C)C)C(C)C.[CH:37]1([NH2:42])[CH2:41][CH2:40][CH2:39][CH2:38]1.O. (3) Given the product [Cl:1][C:2]1[C:10]2[N:9]=[C:8]3[N:11]([C:15]4[C:20]([Cl:21])=[CH:19][C:18]([Cl:22])=[CH:17][C:16]=4[Cl:23])[CH2:12][CH2:13][CH2:14][N:7]3[C:6]=2[C:5]([CH:24]([NH:29][S:38]([CH3:37])(=[O:40])=[O:39])[C:25]([F:26])([F:27])[F:28])=[CH:4][CH:3]=1, predict the reactants needed to synthesize it. The reactants are: [Cl:1][C:2]1[C:10]2[N:9]=[C:8]3[N:11]([C:15]4[C:20]([Cl:21])=[CH:19][C:18]([Cl:22])=[CH:17][C:16]=4[Cl:23])[CH2:12][CH2:13][CH2:14][N:7]3[C:6]=2[C:5]([CH:24]([NH2:29])[C:25]([F:28])([F:27])[F:26])=[CH:4][CH:3]=1.C(N(CC)CC)C.[CH3:37][S:38](Cl)(=[O:40])=[O:39]. (4) Given the product [F:1][C:2]1[CH:22]=[CH:21][C:20]([C:23]([NH:25][C:26]2[CH:31]=[C:30]([CH3:32])[CH:29]=[CH:28][C:27]=2[F:33])=[O:24])=[CH:19][C:3]=1[O:4][C:5]1[CH:10]=[CH:9][N:8]=[C:7]([C:11]2[NH:15][CH:14]=[C:13]([C:16]([NH:67][CH2:68][CH2:69][CH2:70][N:71]3[CH2:75][CH2:74][CH2:73][CH2:72]3)=[O:17])[CH:12]=2)[CH:6]=1, predict the reactants needed to synthesize it. The reactants are: [F:1][C:2]1[CH:22]=[CH:21][C:20]([C:23]([NH:25][C:26]2[CH:31]=[C:30]([CH3:32])[CH:29]=[CH:28][C:27]=2[F:33])=[O:24])=[CH:19][C:3]=1[O:4][C:5]1[CH:10]=[CH:9][N:8]=[C:7]([C:11]2[NH:15][CH:14]=[C:13]([C:16](O)=[O:17])[CH:12]=2)[CH:6]=1.CN(C(ON1N=NC2C=CC=NC1=2)=[N+](C)C)C.F[P-](F)(F)(F)(F)F.C(N(CC)C(C)C)(C)C.[NH2:67][CH2:68][CH2:69][CH2:70][N:71]1[CH2:75][CH2:74][CH2:73][CH2:72]1. (5) Given the product [Br:22][C:23]1[CH:28]=[C:27]([CH3:26])[C:8]([N:9]2[CH:10]=[C:11]([C:16]([F:19])([F:18])[F:17])[CH:12]=[N:13]2)=[C:25]([CH3:32])[CH:24]=1, predict the reactants needed to synthesize it. The reactants are: F[P-](F)(F)(F)(F)F.[CH3:8][N:9](C)/[CH:10]=[C:11](\[C:16]([F:19])([F:18])[F:17])/[CH:12]=[N+:13](C)C.Cl.[Br:22][C:23]1[CH:28]=[C:27](C)[C:26](NN)=[C:25]([CH3:32])[CH:24]=1.C[O-].[Na+]. (6) Given the product [Cl:11][C:12]1[CH:13]=[C:14]([CH:18]=[CH:19][C:20]=1[Cl:21])[C:15]([NH:10][C:8]1[CH:9]=[C:4]2[CH:3]=[CH:2][NH:1][C:5]2=[CH:6][N:7]=1)=[O:16], predict the reactants needed to synthesize it. The reactants are: [NH:1]1[C:5]2=[CH:6][N:7]=[C:8]([NH2:10])[CH:9]=[C:4]2[CH:3]=[CH:2]1.[Cl:11][C:12]1[CH:13]=[C:14]([CH:18]=[CH:19][C:20]=1[Cl:21])[C:15](Cl)=[O:16]. (7) Given the product [I-:6].[CH3:11][P+:12]([CH3:14])([CH3:13])[CH2:5][CH2:4][CH2:3][C:2]([CH3:7])([N+:8]([O-:10])=[O:9])[CH3:1], predict the reactants needed to synthesize it. The reactants are: [CH3:1][C:2]([N+:8]([O-:10])=[O:9])([CH3:7])[CH2:3][CH2:4][CH2:5][I:6].[CH3:11][P:12]([CH3:14])[CH3:13].C1COCC1.